This data is from Forward reaction prediction with 1.9M reactions from USPTO patents (1976-2016). The task is: Predict the product of the given reaction. Given the reactants [F:1][C:2]([F:20])([F:19])[C:3]([CH3:18])([CH3:17])[C:4]([N:6]1[CH2:11][CH2:10][CH:9]([C:12](OCC)=[O:13])[CH2:8][CH2:7]1)=O.[H-].[H-].[H-].[H-].[Li+].[Al+3], predict the reaction product. The product is: [F:20][C:2]([F:1])([F:19])[C:3]([CH3:17])([CH3:18])[CH2:4][N:6]1[CH2:11][CH2:10][CH:9]([CH2:12][OH:13])[CH2:8][CH2:7]1.